This data is from Full USPTO retrosynthesis dataset with 1.9M reactions from patents (1976-2016). The task is: Predict the reactants needed to synthesize the given product. (1) The reactants are: [O:1]1[C:8]2[CH:7]=[C:6]([C:9]([OH:11])=[O:10])[NH:5][C:4]=2[CH:3]=[CH:2]1.[N:12]1[CH:17]=[CH:16][C:15]([CH2:18]O)=[CH:14][CH:13]=1. Given the product [O:1]1[C:8]2[CH:7]=[C:6]([C:9]([O:11][CH2:18][C:15]3[CH:16]=[CH:17][N:12]=[CH:13][CH:14]=3)=[O:10])[NH:5][C:4]=2[CH:3]=[CH:2]1, predict the reactants needed to synthesize it. (2) The reactants are: [NH2:1][N:2]1[C:7](=[O:8])[C:6]2[CH:9]=[CH:10][S:11][C:5]=2[C:4]([C:12]2[CH:17]=[CH:16][CH:15]=[CH:14][CH:13]=2)=[N:3]1.C(N(CC)CC)C.[F:25][C:26]1[CH:27]=[C:28]([CH2:33][C:34](O)=[O:35])[CH:29]=[C:30]([F:32])[CH:31]=1.F[B-](F)(F)F.N1(OC(N(C)C)=[N+](C)C)C2C=CC=CC=2N=N1. Given the product [F:25][C:26]1[CH:27]=[C:28]([CH2:33][C:34]([NH:1][N:2]2[C:7](=[O:8])[C:6]3[CH:9]=[CH:10][S:11][C:5]=3[C:4]([C:12]3[CH:17]=[CH:16][CH:15]=[CH:14][CH:13]=3)=[N:3]2)=[O:35])[CH:29]=[C:30]([F:32])[CH:31]=1, predict the reactants needed to synthesize it. (3) Given the product [CH3:1][N:2]1[CH2:6][C@@H:5]([C:7]2[CH:12]=[CH:11][CH:10]=[CH:9][C:8]=2[C:13]([F:14])([F:15])[F:16])[C@H:4]([NH2:17])[CH2:3]1, predict the reactants needed to synthesize it. The reactants are: [CH3:1][N:2]1[CH2:6][C@@H:5]([C:7]2[CH:12]=[CH:11][CH:10]=[CH:9][C:8]=2[C:13]([F:16])([F:15])[F:14])[C@H:4]([N+:17]([O-])=O)[CH2:3]1.C(O)(=O)C.